From a dataset of Forward reaction prediction with 1.9M reactions from USPTO patents (1976-2016). Predict the product of the given reaction. (1) Given the reactants O[CH2:2][C:3]1[N:7]([C:8]2[CH:9]=[C:10]([C:14]3[CH2:20][C:19](=[O:21])[NH:18][C:17]4[CH:22]=[C:23]([C:32]([F:35])([F:34])[F:33])[C:24]([N:26]([CH2:28][CH:29]([CH3:31])[CH3:30])[CH3:27])=[CH:25][C:16]=4[N:15]=3)[CH:11]=[CH:12][CH:13]=2)[N:6]=[N:5][CH:4]=1.S(Cl)(Cl)=O.[Cl-].[NH:41]1[CH2:45][CH2:44][CH2:43][CH2:42]1, predict the reaction product. The product is: [CH2:28]([N:26]([CH3:27])[C:24]1[C:23]([C:32]([F:33])([F:34])[F:35])=[CH:22][C:17]2[NH:18][C:19](=[O:21])[CH2:20][C:14]([C:10]3[CH:11]=[CH:12][CH:13]=[C:8]([N:7]4[C:3]([CH2:2][N:41]5[CH2:45][CH2:44][CH2:43][CH2:42]5)=[CH:4][N:5]=[N:6]4)[CH:9]=3)=[N:15][C:16]=2[CH:25]=1)[CH:29]([CH3:30])[CH3:31]. (2) Given the reactants [C:1]1([CH:7]([C:14]2[CH:19]=[CH:18][CH:17]=[CH:16][CH:15]=2)[N:8]2[CH2:11][CH:10]([CH2:12][OH:13])[CH2:9]2)[CH:6]=[CH:5][CH:4]=[CH:3][CH:2]=1.[CH3:20][S:21](Cl)(=[O:23])=[O:22], predict the reaction product. The product is: [CH3:20][S:21]([O:13][CH2:12][CH:10]1[CH2:11][N:8]([CH:7]([C:14]2[CH:19]=[CH:18][CH:17]=[CH:16][CH:15]=2)[C:1]2[CH:2]=[CH:3][CH:4]=[CH:5][CH:6]=2)[CH2:9]1)(=[O:23])=[O:22]. (3) Given the reactants [CH2:1]([C:3]1[NH:4][N:5]([C:9]2[CH:14]=[CH:13][CH:12]=[CH:11][CH:10]=2)[C:6](=[O:8])[CH:7]=1)[CH3:2].[F:15][C:16]([F:24])([F:23])[C:17](=[O:22])[C:18]([O:20][CH3:21])=[O:19], predict the reaction product. The product is: [CH3:21][O:20][C:18](=[O:19])[C:17]([OH:22])([C:16]([F:24])([F:23])[F:15])[C:7]1[C:6](=[O:8])[N:5]([C:9]2[CH:14]=[CH:13][CH:12]=[CH:11][CH:10]=2)[NH:4][C:3]=1[CH2:1][CH3:2]. (4) Given the reactants C([O:4][C:5]1[C:10]([O:11][CH3:12])=[CH:9][CH:8]=[CH:7][C:6]=1[C@@H:13]1[C:19]2[CH:20]=[C:21]([Cl:24])[CH:22]=[CH:23][C:18]=2[N:17]2[C:25]([C:28]([F:31])([F:30])[F:29])=[N:26][N:27]=[C:16]2[C@@H:15]([CH2:32][C:33]([O:35]CC=C)=[O:34])[S:14]1)C=C.CCCCCC.C([Al](CC)CC)C.C(=O)(O)[O-].[Na+].Cl, predict the reaction product. The product is: [Cl:24][C:21]1[CH:22]=[CH:23][C:18]2[N:17]3[C:25]([C:28]([F:29])([F:31])[F:30])=[N:26][N:27]=[C:16]3[C@@H:15]([CH2:32][C:33]([OH:35])=[O:34])[S:14][C@H:13]([C:6]3[CH:7]=[CH:8][CH:9]=[C:10]([O:11][CH3:12])[C:5]=3[OH:4])[C:19]=2[CH:20]=1. (5) Given the reactants C([O:4][C@@H:5]1[CH2:9][C@@H:8]([CH2:10]OS(C2C=CC(C)=CC=2)(=O)=O)[O:7][C@H:6]1[N:22]1[CH:30]=[N:29][C:28]2[C:23]1=[N:24][CH:25]=[N:26][C:27]=2[NH2:31])(=O)C, predict the reaction product. The product is: [NH2:31][C:27]1[N:26]=[CH:25][N:24]=[C:23]2[C:28]=1[N:29]=[CH:30][N:22]2[C@H:6]1[C@H:5]([OH:4])[CH2:9][C@@H:8]([CH2:10][NH:29][CH:28]([CH3:23])[CH3:27])[O:7]1. (6) Given the reactants [Cl:1][C:2]1[C:3]2[N:4]([C:8]([C:18]3[CH:23]=[CH:22][N:21]=[C:20](F)[CH:19]=3)=[C:9]([C:11]3[CH:16]=[CH:15][C:14]([F:17])=[CH:13][CH:12]=3)[N:10]=2)[CH:5]=[CH:6][CH:7]=1.C(OCC)(=O)C.O.[CH:32]1([NH2:37])[CH2:36][CH2:35][CH2:34][CH2:33]1, predict the reaction product. The product is: [Cl:1][C:2]1[C:3]2[N:4]([C:8]([C:18]3[CH:23]=[CH:22][N:21]=[C:20]([NH:37][CH:32]4[CH2:36][CH2:35][CH2:34][CH2:33]4)[CH:19]=3)=[C:9]([C:11]3[CH:12]=[CH:13][C:14]([F:17])=[CH:15][CH:16]=3)[N:10]=2)[CH:5]=[CH:6][CH:7]=1. (7) Given the reactants N1C=CN=C1.[CH2:6]1[O:8][C@@H:7]1[CH2:9][OH:10].[CH3:11][C:12]([Si:15](Cl)([C:22]1[CH:27]=[CH:26][CH:25]=[CH:24][CH:23]=1)[C:16]1[CH:21]=[CH:20][CH:19]=[CH:18][CH:17]=1)([CH3:14])[CH3:13], predict the reaction product. The product is: [C:12]([Si:15]([O:10][CH2:9][C@@H:7]1[CH2:6][O:8]1)([C:22]1[CH:27]=[CH:26][CH:25]=[CH:24][CH:23]=1)[C:16]1[CH:17]=[CH:18][CH:19]=[CH:20][CH:21]=1)([CH3:14])([CH3:11])[CH3:13].